From a dataset of Forward reaction prediction with 1.9M reactions from USPTO patents (1976-2016). Predict the product of the given reaction. (1) Given the reactants [CH3:1][C:2]1[CH:7]=[C:6]([C:8]2[N:12]([C:13]3[CH:18]=[CH:17][C:16]([S:19]([CH3:22])(=[O:21])=[O:20])=[C:15]([F:23])[CH:14]=3)[N:11]=[C:10]([C:24]([F:27])([F:26])[F:25])[CH:9]=2)[CH:5]=[CH:4][C:3]=1[OH:28].S(Cl)([Cl:32])(=O)=O.O, predict the reaction product. The product is: [Cl:32][C:4]1[CH:5]=[C:6]([C:8]2[N:12]([C:13]3[CH:18]=[CH:17][C:16]([S:19]([CH3:22])(=[O:21])=[O:20])=[C:15]([F:23])[CH:14]=3)[N:11]=[C:10]([C:24]([F:25])([F:26])[F:27])[CH:9]=2)[CH:7]=[C:2]([CH3:1])[C:3]=1[OH:28]. (2) The product is: [C:39]([O:38][C:36]([N:11]([C@H:8]1[CH2:9][CH2:10][C@H:5]([C:1]([CH3:4])([CH3:3])[CH3:2])[CH2:6][CH2:7]1)[CH:12]1[C:20]2[C:15](=[CH:16][C:17]([C:21]([O:23][CH2:24][CH2:25][CH2:26][CH3:27])=[O:22])=[CH:18][CH:19]=2)[CH2:14][CH2:13]1)=[O:35])([CH3:42])([CH3:41])[CH3:40]. Given the reactants [C:1]([C@H:5]1[CH2:10][CH2:9][C@H:8]([NH:11][CH:12]2[C:20]3[C:15](=[CH:16][C:17]([C:21]([O:23][CH2:24][CH2:25][CH2:26][CH3:27])=[O:22])=[CH:18][CH:19]=3)[CH2:14][CH2:13]2)[CH2:7][CH2:6]1)([CH3:4])([CH3:3])[CH3:2].CCN(CC)CC.[O:35](C(OC(C)(C)C)=O)[C:36]([O:38][C:39]([CH3:42])([CH3:41])[CH3:40])=O, predict the reaction product. (3) The product is: [CH3:8][O:9][C:10]([CH:3]1[C:4](=[O:7])[CH2:5][CH2:6][O:1][CH2:2]1)=[O:11]. Given the reactants [O:1]1[CH2:6][CH2:5][C:4](=[O:7])[CH2:3][CH2:2]1.[CH3:8][O:9][C:10](=O)[O:11]C.CC(C)([O-])C.[K+], predict the reaction product. (4) Given the reactants NC1N2C=C(C)N=C2C(C(NCC2CCN(CC(C)C)CC2)=O)=CC=1Cl.[NH2:27][C:28]1[N:33]2[CH:34]=[C:35]([CH2:37]C)[N:36]=[C:32]2[C:31]([C:39]([NH:41][CH2:42][CH:43]2[CH2:48][CH2:47][N:46]([CH2:49][C:50]([O:53][CH3:54])([CH3:52])[CH3:51])[CH2:45][CH2:44]2)=[O:40])=[CH:30][C:29]=1[Cl:55], predict the reaction product. The product is: [NH2:27][C:28]1[N:33]2[CH:34]=[C:35]([CH3:37])[N:36]=[C:32]2[C:31]([C:39]([NH:41][CH2:42][CH:43]2[CH2:44][CH2:45][N:46]([CH2:49][C:50]([O:53][CH3:54])([CH3:51])[CH3:52])[CH2:47][CH2:48]2)=[O:40])=[CH:30][C:29]=1[Cl:55]. (5) Given the reactants [F:1][C:2]([F:31])([F:30])[C:3]([C:9]1[CH:10]=[C:11]2[C:16](=[CH:17][CH:18]=1)[NH:15][CH:14]([CH2:19][C:20]([O:22][CH2:23][C:24]1[CH:29]=[CH:28][CH:27]=[CH:26][CH:25]=1)=[O:21])[CH2:13][CH2:12]2)([OH:8])[C:4]([F:7])([F:6])[F:5].[F:32][C:33]1[CH:38]=[CH:37][C:36]([S:39](Cl)(=[O:41])=[O:40])=[CH:35][CH:34]=1.N1C=CC=CC=1, predict the reaction product. The product is: [F:32][C:33]1[CH:38]=[CH:37][C:36]([S:39]([N:15]2[C:16]3[C:11](=[CH:10][C:9]([C:3]([OH:8])([C:4]([F:7])([F:6])[F:5])[C:2]([F:1])([F:30])[F:31])=[CH:18][CH:17]=3)[CH2:12][CH2:13][CH:14]2[CH2:19][C:20]([O:22][CH2:23][C:24]2[CH:29]=[CH:28][CH:27]=[CH:26][CH:25]=2)=[O:21])(=[O:41])=[O:40])=[CH:35][CH:34]=1. (6) Given the reactants [NH2:1][C@@H:2]1[CH2:6][CH2:5][C@@:4]([C:9]([N:11]2[CH2:16][C@@H:15]3[CH2:17][C@H:12]2[CH2:13][N:14]3[C:18]([O:20][C:21]([CH3:24])([CH3:23])[CH3:22])=[O:19])=[O:10])([CH2:7][CH3:8])[CH2:3]1.C(O[BH-](OC(=O)C)OC(=O)C)(=O)C.[Na+].[CH3:39][O:40][CH:41]1[C:46](=O)[CH2:45][CH2:44][O:43][CH2:42]1.[OH-].[Na+], predict the reaction product. The product is: [CH2:7]([C@:4]1([C:9]([N:11]2[CH2:16][C@@H:15]3[CH2:17][C@H:12]2[CH2:13][N:14]3[C:18]([O:20][C:21]([CH3:23])([CH3:22])[CH3:24])=[O:19])=[O:10])[CH2:5][CH2:6][C@@H:2]([NH:1][C@@H:46]2[CH2:45][CH2:44][O:43][CH2:42][C@H:41]2[O:40][CH3:39])[CH2:3]1)[CH3:8].[C:21]([O:20][C:18]([N:14]1[CH2:13][C@@H:12]2[CH2:17][C@H:15]1[CH2:16][N:11]2[C:9]([C@@:4]1([CH2:7][CH3:8])[CH2:5][CH2:6][C@@H:2]([NH:1][C@@H:46]2[C@H:41]([O:40][CH3:39])[CH2:42][O:43][CH2:44][CH2:45]2)[CH2:3]1)=[O:10])=[O:19])([CH3:23])([CH3:22])[CH3:24].